Dataset: Full USPTO retrosynthesis dataset with 1.9M reactions from patents (1976-2016). Task: Predict the reactants needed to synthesize the given product. Given the product [ClH:1].[F:20][C:21]1[CH:22]=[C:23]([NH:24][C:2]2[C:3]3[N:4]([C:16]([CH3:19])=[CH:17][CH:18]=3)[C:5]([C:8]([N:10]3[CH2:15][CH2:14][O:13][CH2:12][CH2:11]3)=[O:9])=[CH:6][N:7]=2)[CH:25]=[CH:26][CH:27]=1, predict the reactants needed to synthesize it. The reactants are: [Cl:1][C:2]1[C:3]2[N:4]([C:16]([CH3:19])=[CH:17][CH:18]=2)[C:5]([C:8]([N:10]2[CH2:15][CH2:14][O:13][CH2:12][CH2:11]2)=[O:9])=[CH:6][N:7]=1.[F:20][C:21]1[CH:22]=[C:23]([CH:25]=[CH:26][CH:27]=1)[NH2:24].CS(O)(=O)=O.